Dataset: Experimentally validated miRNA-target interactions with 360,000+ pairs, plus equal number of negative samples. Task: Binary Classification. Given a miRNA mature sequence and a target amino acid sequence, predict their likelihood of interaction. (1) The miRNA is hsa-miR-6795-3p with sequence ACCCCUCGUUUCUUCCCCCAG. The protein sequence of the target gene is MKKSYSGGTRTSSGRLRRLGDSSGPALKRSFEVEEVETPNSTPPRRVQTPLLRATVASSTQKFQDLGVKNSEPSARHVDSLSQRSPKASLRRVELSGPKAAEPVSRRTELSIDISSKQVENAGAIGPSRFGLKRAEVLGHKTPEPAPRRTEITIVKPQESAHRRMEPPASKVPEVPTAPATDAAPKRVEIQMPKPAEAPTAPSPAQTLENSEPAPVSQLQSRLEPKPQPPVAEATPRSQEATEAAPSCVGDMADTPRDAGLKQAPASRNEKAPVDFGYVGIDSILEQMRRKAMKQGFEFN.... Result: 1 (interaction). (2) The miRNA is hsa-miR-6865-5p with sequence UAGGUGGCAGAGGAGGGACUUCA. The protein sequence of the target gene is MGNISSNISAFQSLHIVMLGLDSAGKTTVLYRLKFNEFVNTVPTIGFNTEKIKLSNGTAKGISCHFWDVGGQEKLRPLWKSYSRCTDGIIYVVDSVDVDRLEEAKTELHKVTKFAENQGTPLLVIANKQDLPKSLPVAEIEKQLALHELIPATTYHVQPACAIIGEGLTEGMDKLYEMILKRRKSLKQKKKR. Result: 0 (no interaction).